This data is from Full USPTO retrosynthesis dataset with 1.9M reactions from patents (1976-2016). The task is: Predict the reactants needed to synthesize the given product. (1) Given the product [N:14]1([CH2:2][C:3]([C:5]2[CH:10]=[CH:9][C:8]([N+:11]([O-:13])=[O:12])=[CH:7][CH:6]=2)=[O:4])[CH2:19][CH2:18][O:17][CH2:16][CH2:15]1, predict the reactants needed to synthesize it. The reactants are: Br[CH2:2][C:3]([C:5]1[CH:10]=[CH:9][C:8]([N+:11]([O-:13])=[O:12])=[CH:7][CH:6]=1)=[O:4].[NH:14]1[CH2:19][CH2:18][O:17][CH2:16][CH2:15]1.O.C(OCC)(=O)C. (2) Given the product [CH3:1][S:2]([NH:5][C:8]([C:7]1[CH:17]=[CH:16][CH:15]=[CH:14][C:13]=1[NH2:12])=[O:9])(=[O:4])=[O:3], predict the reactants needed to synthesize it. The reactants are: [CH3:1][S:2]([NH2:5])(=[O:4])=[O:3].[Li].[C:7]12[C:13](=[CH:14][CH:15]=[CH:16][CH:17]=1)[NH:12]C(=O)O[C:8]2=[O:9].Cl. (3) Given the product [Cl:1][C:2]1[CH:7]=[C:6]([NH:8][CH:9]2[CH2:10][CH2:11][N:12]([CH:15]3[CH2:20][CH2:19][O:18][CH2:17][CH2:16]3)[CH2:13][CH2:14]2)[C:5]([NH2:21])=[CH:4][C:3]=1[C:24]([F:26])([F:25])[F:27], predict the reactants needed to synthesize it. The reactants are: [Cl:1][C:2]1[C:3]([C:24]([F:27])([F:26])[F:25])=[CH:4][C:5]([N+:21]([O-])=O)=[C:6]([NH:8][CH:9]2[CH2:14][CH2:13][N:12]([CH:15]3[CH2:20][CH2:19][O:18][CH2:17][CH2:16]3)[CH2:11][CH2:10]2)[CH:7]=1.O.NN. (4) Given the product [C:1]([O:5][C:6]([N:8]1[CH2:13][CH2:12][N:11]([CH2:24][C:23]2[CH:26]=[CH:27][C:20]([N+:17]([O-:19])=[O:18])=[CH:21][CH:22]=2)[C:10](=[O:14])[CH2:9]1)=[O:7])([CH3:4])([CH3:2])[CH3:3], predict the reactants needed to synthesize it. The reactants are: [C:1]([O:5][C:6]([N:8]1[CH2:13][CH2:12][NH:11][C:10](=[O:14])[CH2:9]1)=[O:7])([CH3:4])([CH3:3])[CH3:2].[H-].[Na+].[N+:17]([C:20]1[CH:27]=[CH:26][C:23]([CH2:24]Br)=[CH:22][CH:21]=1)([O-:19])=[O:18]. (5) Given the product [F:1][C:2]([F:38])([F:37])[C:3]1[CH:4]=[C:5]([C@@H:13]2[O:17][C:16](=[O:18])[N:15]([CH2:19][C:20]3[CH:25]=[C:24]([C:47]4[N:48]([C:52]([O:54][C:55]([CH3:58])([CH3:57])[CH3:56])=[O:53])[CH:49]=[CH:50][CH:51]=4)[CH:23]=[N:22][C:21]=3[N:27]([CH:30]3[CH2:35][CH2:34][CH2:33][CH2:32][CH2:31]3)[CH2:28][CH3:29])[C@H:14]2[CH3:36])[CH:6]=[C:7]([C:9]([F:12])([F:11])[F:10])[CH:8]=1, predict the reactants needed to synthesize it. The reactants are: [F:1][C:2]([F:38])([F:37])[C:3]1[CH:4]=[C:5]([C@H:13]2[O:17][C:16](=[O:18])[N:15]([CH2:19][C:20]3[C:21]([N:27]([CH:30]4[CH2:35][CH2:34][CH2:33][CH2:32][CH2:31]4)[CH2:28][CH3:29])=[N:22][CH:23]=[C:24](Br)[CH:25]=3)[C@H:14]2[CH3:36])[CH:6]=[C:7]([C:9]([F:12])([F:11])[F:10])[CH:8]=1.CC1(C)C(C)(C)OB([C:47]2[N:48]([C:52]([O:54][C:55]([CH3:58])([CH3:57])[CH3:56])=[O:53])[CH:49]=[CH:50][CH:51]=2)O1.